This data is from Reaction yield outcomes from USPTO patents with 853,638 reactions. The task is: Predict the reaction yield, written as a fraction of the theoretical maximum amount of product (1.0 means a 100% yield; for example, 0.34 means a 34% yield). The yield is 0.770. The product is [C:32]([O:35][C:36](=[O:37])[N:21]([C@H:10]1[C@H:11]([C:13]2[CH:18]=[CH:17][C:16]([Cl:19])=[C:15]([Cl:20])[CH:14]=2)[CH2:12][N:8]([CH2:1][C:2]2[CH:3]=[CH:4][CH:5]=[CH:6][CH:7]=2)[CH2:9]1)[CH2:22][CH3:23])([CH3:34])([CH3:33])[CH3:31]. The reactants are [CH2:1]([N:8]1[CH2:12][C@@H:11]([C:13]2[CH:18]=[CH:17][C:16]([Cl:19])=[C:15]([Cl:20])[CH:14]=2)[C@H:10]([NH:21][CH2:22][CH3:23])[CH2:9]1)[C:2]1[CH:7]=[CH:6][CH:5]=[CH:4][CH:3]=1.CCN(CC)CC.[CH3:31][C:32]([O:35][C:36](O[C:36]([O:35][C:32]([CH3:34])([CH3:33])[CH3:31])=[O:37])=[O:37])([CH3:34])[CH3:33]. The catalyst is C(Cl)Cl.CN(C1C=CN=CC=1)C.